This data is from Peptide-MHC class II binding affinity with 134,281 pairs from IEDB. The task is: Regression. Given a peptide amino acid sequence and an MHC pseudo amino acid sequence, predict their binding affinity value. This is MHC class II binding data. (1) The peptide sequence is NPRQAYANYRDIDLG. The MHC is DRB1_1201 with pseudo-sequence DRB1_1201. The binding affinity (normalized) is 0.109. (2) The peptide sequence is AVPWYAVAFNAIVAA. The MHC is DRB1_1101 with pseudo-sequence DRB1_1101. The binding affinity (normalized) is 0.348. (3) The peptide sequence is CFKVAATAANAAPAN. The MHC is HLA-DPA10201-DPB11401 with pseudo-sequence HLA-DPA10201-DPB11401. The binding affinity (normalized) is 0.627. (4) The peptide sequence is VFLQTHIFAEVLKDAIKDL. The MHC is HLA-DQA10501-DQB10201 with pseudo-sequence HLA-DQA10501-DQB10201. The binding affinity (normalized) is 0.722.